Dataset: Forward reaction prediction with 1.9M reactions from USPTO patents (1976-2016). Task: Predict the product of the given reaction. (1) Given the reactants [Cl:1][C:2]1[CH:7]=[CH:6][C:5]([C:8]2[O:12][N:11]=[CH:10][C:9]=2[CH2:13][CH2:14][C:15]([OH:17])=[O:16])=[CH:4][C:3]=1[F:18].S(=O)(=O)(O)O.[CH3:24]O, predict the reaction product. The product is: [Cl:1][C:2]1[CH:7]=[CH:6][C:5]([C:8]2[O:12][N:11]=[CH:10][C:9]=2[CH2:13][CH2:14][C:15]([O:17][CH3:24])=[O:16])=[CH:4][C:3]=1[F:18]. (2) Given the reactants [F:1][C:2]1[CH:7]=[CH:6][C:5]([N:8]2[CH2:12][CH:11]([CH2:13]O)[CH2:10][C:9]2=[O:15])=[CH:4][CH:3]=1.C1(P(C2C=CC=CC=2)C2C=CC=CC=2)C=CC=CC=1.C(Br)(Br)(Br)[Br:36], predict the reaction product. The product is: [Br:36][CH2:13][CH:11]1[CH2:12][N:8]([C:5]2[CH:6]=[CH:7][C:2]([F:1])=[CH:3][CH:4]=2)[C:9](=[O:15])[CH2:10]1. (3) Given the reactants [OH:1][NH:2][C:3]([C:5]1[C:10]([CH3:11])=[CH:9][CH:8]=[CH:7][N:6]=1)=[NH:4].[CH3:12][O:13][C:14]1[CH:15]=[C:16]([CH:20]=[CH:21][CH:22]=1)[C:17](O)=O, predict the reaction product. The product is: [CH3:12][O:13][C:14]1[CH:15]=[C:16]([C:17]2[O:1][N:2]=[C:3]([C:5]3[C:10]([CH3:11])=[CH:9][CH:8]=[CH:7][N:6]=3)[N:4]=2)[CH:20]=[CH:21][CH:22]=1. (4) Given the reactants [Cl:1][C:2]1[CH:29]=[CH:28][C:5]([CH2:6][N:7]2[C:12](=[O:13])[CH:11]=[CH:10][C:9]([C:14]3[CH:19]=[CH:18][C:17]([NH:20][C:21](=[O:27])[O:22][C:23]([CH3:26])([CH3:25])[CH3:24])=[CH:16][CH:15]=3)=[CH:8]2)=[CH:4][CH:3]=1.[H-].[Na+].[CH3:32][N:33]([CH2:35][CH2:36]Cl)[CH3:34], predict the reaction product. The product is: [Cl:1][C:2]1[CH:3]=[CH:4][C:5]([CH2:6][N:7]2[C:12](=[O:13])[CH:11]=[CH:10][C:9]([C:14]3[CH:19]=[CH:18][C:17]([N:20]([CH2:36][CH2:35][N:33]([CH3:34])[CH3:32])[C:21](=[O:27])[O:22][C:23]([CH3:24])([CH3:25])[CH3:26])=[CH:16][CH:15]=3)=[CH:8]2)=[CH:28][CH:29]=1. (5) Given the reactants [C:1]([O:5][C:6](=[O:21])[C:7]([C:19]#[N:20])=[CH:8][C:9]1[C:18]2[C:13](=[CH:14][CH:15]=[CH:16][CH:17]=2)[CH:12]=[CH:11][CH:10]=1)([CH3:4])([CH3:3])[CH3:2].Cl, predict the reaction product. The product is: [C:19]([CH:7]([CH:8]([C:18]1[C:13]([CH3:14])=[CH:12][CH:11]=[CH:10][C:9]=1[CH3:8])[C:9]1[C:18]2[C:13](=[CH:14][CH:15]=[CH:16][CH:17]=2)[CH:12]=[CH:11][CH:10]=1)[C:6]([O:5][C:1]([CH3:4])([CH3:2])[CH3:3])=[O:21])#[N:20]. (6) Given the reactants [CH3:1][C:2]1[N:3]=[C:4]([NH:7][C:8]([C:10]2[C:15]([NH2:16])=[CH:14][CH:13]=[C:12]([C:17]([CH3:25])([CH3:24])[O:18][SiH2:19][C:20]([CH3:23])([CH3:22])[CH3:21])[N:11]=2)=[O:9])[S:5][CH:6]=1.Br[C:27]1[CH:28]=[N:29][CH:30]=[N:31][CH:32]=1, predict the reaction product. The product is: [CH3:1][C:2]1[N:3]=[C:4]([NH:7][C:8]([C:10]2[C:15]([NH:16][C:27]3[CH:28]=[N:29][CH:30]=[N:31][CH:32]=3)=[CH:14][CH:13]=[C:12]([C:17]([CH3:25])([CH3:24])[O:18][SiH2:19][C:20]([CH3:23])([CH3:22])[CH3:21])[N:11]=2)=[O:9])[S:5][CH:6]=1. (7) Given the reactants Cl.[CH3:2][O:3][C:4](=[O:9])[C:5]([NH2:8])([CH3:7])[CH3:6].[C:10]([C:13]1[CH:18]=[CH:17][C:16]([S:19](Cl)(=[O:21])=[O:20])=[CH:15][CH:14]=1)(=[O:12])[CH3:11].C(N(CC)CC)C.O, predict the reaction product. The product is: [CH3:2][O:3][C:4](=[O:9])[C:5]([NH:8][S:19]([C:16]1[CH:15]=[CH:14][C:13]([C:10](=[O:12])[CH3:11])=[CH:18][CH:17]=1)(=[O:21])=[O:20])([CH3:7])[CH3:6]. (8) The product is: [OH:11][B:9]1[C:8]2[CH:12]=[C:13]([OH:16])[CH:14]=[CH:15][C:7]=2[CH:6]([CH2:5][C:4]([OH:17])=[O:3])[O:10]1. Given the reactants C([O:3][C:4](=[O:17])[CH2:5][CH:6]1[O:10][B:9]([OH:11])[C:8]2[CH:12]=[C:13]([OH:16])[CH:14]=[CH:15][C:7]1=2)C.[OH-].[Li+], predict the reaction product.